From a dataset of Peptide-MHC class I binding affinity with 185,985 pairs from IEDB/IMGT. Regression. Given a peptide amino acid sequence and an MHC pseudo amino acid sequence, predict their binding affinity value. This is MHC class I binding data. (1) The peptide sequence is GSEEIKSLF. The MHC is HLA-B15:17 with pseudo-sequence HLA-B15:17. The binding affinity (normalized) is 0.519. (2) The peptide sequence is YNIDRLNAL. The MHC is HLA-A02:06 with pseudo-sequence HLA-A02:06. The binding affinity (normalized) is 1.00. (3) The peptide sequence is YRFRFRSVY. The MHC is HLA-B07:02 with pseudo-sequence HLA-B07:02. The binding affinity (normalized) is 0.0847. (4) The peptide sequence is SPMPRHHSI. The MHC is HLA-B08:01 with pseudo-sequence HLA-B08:01. The binding affinity (normalized) is 0.351. (5) The peptide sequence is KLIQIEKVL. The MHC is HLA-A69:01 with pseudo-sequence HLA-A69:01. The binding affinity (normalized) is 0.0847.